From a dataset of Catalyst prediction with 721,799 reactions and 888 catalyst types from USPTO. Predict which catalyst facilitates the given reaction. (1) Reactant: CN([CH:4]=[O:5])C.[C:6](OC)(=O)[C:7]1[CH:15]=[C:13](O)[C:11](O)=[C:9](O)[CH:8]=1.[CH2:19](Br)[C:20]1[CH:25]=[CH:24][CH:23]=[CH:22][CH:21]=1.[C:27](=[O:30])([O-])[O-].[K+].[K+]. Product: [CH2:19]([C:8]1[CH:9]=[C:11]([CH:13]=[C:15]([CH2:6][C:7]2[CH:15]=[CH:13][CH:11]=[CH:9][CH:8]=2)[C:7]=1[CH2:6][C:7]1[CH:15]=[CH:13][CH:11]=[CH:9][CH:8]=1)[C:27]([O:5][CH3:4])=[O:30])[C:20]1[CH:25]=[CH:24][CH:23]=[CH:22][CH:21]=1. The catalyst class is: 6. (2) Reactant: [CH:1]1([C:4]2[C:5]([C@H:19]([CH2:25][C:26](=[O:36])[NH:27][C:28]3[CH:33]=[CH:32][C:31]([Cl:34])=[CH:30][C:29]=3[Cl:35])[CH2:20][CH2:21][C:22]([OH:24])=[O:23])=[N:6][O:7][C:8]=2[C:9]2[CH:13]=[C:12]([CH2:14][C:15]([CH3:18])([CH3:17])[CH3:16])[O:11][N:10]=2)[CH2:3][CH2:2]1.[OH-].[Na+:38]. Product: [CH:1]1([C:4]2[C:5]([C@H:19]([CH2:25][C:26](=[O:36])[NH:27][C:28]3[CH:33]=[CH:32][C:31]([Cl:34])=[CH:30][C:29]=3[Cl:35])[CH2:20][CH2:21][C:22]([O-:24])=[O:23])=[N:6][O:7][C:8]=2[C:9]2[CH:13]=[C:12]([CH2:14][C:15]([CH3:17])([CH3:16])[CH3:18])[O:11][N:10]=2)[CH2:3][CH2:2]1.[Na+:38]. The catalyst class is: 8. (3) Reactant: C([N:4]1[C:12]2[CH:11]=[CH:10][C:9]3[C:13](=[O:16])[CH2:14][CH2:15][C:8]=3[C:7]=2[CH:6]=[N:5]1)(=O)C.[OH-].[Na+]. Product: [CH:6]1[C:7]2[C:8]3[CH2:15][CH2:14][C:13](=[O:16])[C:9]=3[CH:10]=[CH:11][C:12]=2[NH:4][N:5]=1. The catalyst class is: 5. (4) Reactant: [Cl:1][C:2]1[CH:25]=[C:24]([Cl:26])[CH:23]=[CH:22][C:3]=1[CH2:4][N:5]1[C:9]([CH2:10][CH2:11][C:12]([O:14]CC)=[O:13])=[CH:8][C:7]([O:17][CH2:18][CH2:19][O:20][CH3:21])=[N:6]1.[OH-].[Na+].O1CCCC1. Product: [Cl:1][C:2]1[CH:25]=[C:24]([Cl:26])[CH:23]=[CH:22][C:3]=1[CH2:4][N:5]1[C:9]([CH2:10][CH2:11][C:12]([OH:14])=[O:13])=[CH:8][C:7]([O:17][CH2:18][CH2:19][O:20][CH3:21])=[N:6]1. The catalyst class is: 8. (5) Reactant: [F:1][C:2]1[CH:7]=[CH:6][C:5]([N:8](C(OC(C)(C)C)=O)[NH:9]C(OC(C)(C)C)=O)=[CH:4][C:3]=1[CH2:24][N:25]1[CH2:30][CH2:29][O:28][CH2:27][CH2:26]1.[C:31]([CH2:37][C:38]#[N:39])(=O)[C:32]([CH3:35])([CH3:34])[CH3:33].Cl.C([O-])(O)=O.[Na+]. Product: [C:32]([C:31]1[CH:37]=[C:38]([NH2:39])[N:8]([C:5]2[CH:6]=[CH:7][C:2]([F:1])=[C:3]([CH2:24][N:25]3[CH2:30][CH2:29][O:28][CH2:27][CH2:26]3)[CH:4]=2)[N:9]=1)([CH3:35])([CH3:34])[CH3:33]. The catalyst class is: 8. (6) Reactant: C([O:5][C:6](=[O:33])[C:7]1[CH:12]=[CH:11][C:10]([CH2:13][N:14]2[C:23](=[O:24])[CH:22]=[C:21]3[C:16]([CH:17]=[C:18]([C:25]#[C:26][CH2:27][N:28]4[CH:32]=[CH:31][N:30]=[N:29]4)[N:19]=[CH:20]3)=[CH:15]2)=[CH:9][CH:8]=1)(C)(C)C. Product: [O:24]=[C:23]1[CH:22]=[C:21]2[C:16]([CH:17]=[C:18]([C:25]#[C:26][CH2:27][N:28]3[CH:32]=[CH:31][N:30]=[N:29]3)[N:19]=[CH:20]2)=[CH:15][N:14]1[CH2:13][C:10]1[CH:9]=[CH:8][C:7]([C:6]([OH:33])=[O:5])=[CH:12][CH:11]=1. The catalyst class is: 55. (7) Reactant: [CH:1]1([N:4]([CH2:18][C:19]2[O:20][CH:21]=[C:22]([C:24]([N:26]3[CH2:34][CH:33]4[CH:28]([CH2:29][N:30](C(OC(C)(C)C)=O)[CH2:31][CH2:32]4)[CH2:27]3)=[O:25])[N:23]=2)[S:5]([C:8]2[C:13]([CH3:14])=[CH:12][C:11]([O:15][CH3:16])=[CH:10][C:9]=2[CH3:17])(=[O:7])=[O:6])[CH2:3][CH2:2]1.C(O)(C(F)(F)F)=O. Product: [CH:1]1([N:4]([CH2:18][C:19]2[O:20][CH:21]=[C:22]([C:24]([N:26]3[CH2:34][CH:33]4[CH:28]([CH2:29][NH:30][CH2:31][CH2:32]4)[CH2:27]3)=[O:25])[N:23]=2)[S:5]([C:8]2[C:13]([CH3:14])=[CH:12][C:11]([O:15][CH3:16])=[CH:10][C:9]=2[CH3:17])(=[O:6])=[O:7])[CH2:3][CH2:2]1. The catalyst class is: 2. (8) The catalyst class is: 8. Product: [CH2:22]([O:21][C:20]1[C:11]([C:9]([OH:10])=[O:8])=[CH:12][C:13]2[C:18]([CH:19]=1)=[CH:17][CH:16]=[C:15]([O:29][CH3:30])[CH:14]=2)[C:23]1[CH:24]=[CH:25][CH:26]=[CH:27][CH:28]=1. Reactant: C([O:8][C:9]([C:11]1[C:20]([O:21][CH2:22][C:23]2[CH:28]=[CH:27][CH:26]=[CH:25][CH:24]=2)=[CH:19][C:18]2[C:13](=[CH:14][C:15]([O:29][CH3:30])=[CH:16][CH:17]=2)[CH:12]=1)=[O:10])C1C=CC=CC=1.[OH-].[Na+]. (9) Reactant: Cl.[F:2][C:3]1[CH:11]=[CH:10][C:9]([O:12][C:13]2[C:18]([C:19]3[CH:24]=[CH:23][N:22]=[C:21]([NH:25][CH3:26])[N:20]=3)=[CH:17][CH:16]=[CH:15][N:14]=2)=[CH:8][C:4]=1[C:5](Cl)=[O:6].[CH:27]1([C@H:33]([NH2:35])[CH3:34])[CH2:32][CH2:31][CH2:30][CH2:29][CH2:28]1. Product: [CH:27]1([C@H:33]([NH:35][C:5](=[O:6])[C:4]2[CH:8]=[C:9]([O:12][C:13]3[C:18]([C:19]4[CH:24]=[CH:23][N:22]=[C:21]([NH:25][CH3:26])[N:20]=4)=[CH:17][CH:16]=[CH:15][N:14]=3)[CH:10]=[CH:11][C:3]=2[F:2])[CH3:34])[CH2:32][CH2:31][CH2:30][CH2:29][CH2:28]1. The catalyst class is: 1. (10) Reactant: [NH2:1][C:2]1[N:7]=[C:6]([C:8]2[CH:13]=[CH:12][CH:11]=[CH:10][CH:9]=2)[N:5]=[C:4]([N:14]([CH3:33])[C:15]2[CH:20]=[CH:19][N:18]=[C:17]([NH:21][CH:22]([CH3:32])[CH2:23][C:24]3[CH:25]=[C:26]([CH2:30]O)[CH:27]=[CH:28][CH:29]=3)[N:16]=2)[CH:3]=1.C1(P([N:48]=[N+:49]=[N-:50])(C2C=CC=CC=2)=O)C=CC=CC=1.C1CCN2C(=NCCC2)CC1. Product: [N:48]([CH2:30][C:26]1[CH:25]=[C:24]([CH2:23][CH:22]([NH:21][C:17]2[N:16]=[C:15]([N:14]([CH3:33])[C:4]3[CH:3]=[C:2]([NH2:1])[N:7]=[C:6]([C:8]4[CH:13]=[CH:12][CH:11]=[CH:10][CH:9]=4)[N:5]=3)[CH:20]=[CH:19][N:18]=2)[CH3:32])[CH:29]=[CH:28][CH:27]=1)=[N+:49]=[N-:50]. The catalyst class is: 1.